This data is from Reaction yield outcomes from USPTO patents with 853,638 reactions. The task is: Predict the reaction yield, written as a fraction of the theoretical maximum amount of product (1.0 means a 100% yield; for example, 0.34 means a 34% yield). (1) The reactants are [N:1]([CH2:4][CH2:5][CH2:6][C@@:7]1([C:22]2[CH:27]=[CH:26][C:25]([F:28])=[CH:24][CH:23]=2)[O:12][C:11](=[O:13])[N:10]([C@H:14]([CH:16]2[CH2:21][CH2:20][CH2:19][CH2:18][CH2:17]2)[CH3:15])[CH2:9][CH2:8]1)=[N+]=[N-].C1C=CC(P(C2C=CC=CC=2)C2C=CC=CC=2)=CC=1. The catalyst is C1COCC1.O. The product is [NH2:1][CH2:4][CH2:5][CH2:6][C@@:7]1([C:22]2[CH:27]=[CH:26][C:25]([F:28])=[CH:24][CH:23]=2)[O:12][C:11](=[O:13])[N:10]([C@H:14]([CH:16]2[CH2:21][CH2:20][CH2:19][CH2:18][CH2:17]2)[CH3:15])[CH2:9][CH2:8]1. The yield is 0.250. (2) The yield is 0.560. The reactants are [Br:1][C:2]1[C:10]2[NH:9][N:8]=[CH:7][C:6]=2[C:5]2[CH2:11][N:12]([CH2:21][CH:22]3[CH2:24][CH2:23]3)[C:13](=[O:20])[C@H:14]([CH2:16][C:17]([OH:19])=O)[CH2:15][C:4]=2[CH:3]=1.Cl.[F:26][C:27]1[CH:28]=[CH:29][CH:30]=[C:31]2[C:36]=1[NH:35][C:34](=[O:37])[C:33]([CH:38]1[CH2:43][CH2:42][NH:41][CH2:40][CH2:39]1)=[CH:32]2.ClC1C2NN=CC=2C2CN(CC(C)(C)C)C(=O)[C@@H](CC(=O)N3CCC(N4CC5C(=CC=CC=5)NC4=O)CC3)CC=2C=1. No catalyst specified. The product is [Br:1][C:2]1[C:10]2[NH:9][N:8]=[CH:7][C:6]=2[C:5]2[CH2:11][N:12]([CH2:21][CH:22]3[CH2:24][CH2:23]3)[C:13](=[O:20])[C@H:14]([CH2:16][C:17]([N:41]3[CH2:42][CH2:43][CH:38]([C:33]4[C:34](=[O:37])[NH:35][C:36]5[C:31]([CH:32]=4)=[CH:30][CH:29]=[CH:28][C:27]=5[F:26])[CH2:39][CH2:40]3)=[O:19])[CH2:15][C:4]=2[CH:3]=1. (3) The reactants are [C:1]([C:5]1[NH:6][C:7]2[C:12]([CH:13]=1)=[C:11]([F:14])[C:10]([N+:15]([O-])=O)=[CH:9][CH:8]=2)([CH3:4])([CH3:3])[CH3:2].[BH4-].[Na+].O. The catalyst is CO.Cl[Ni]Cl. The product is [C:1]([C:5]1[NH:6][C:7]2[C:12]([CH:13]=1)=[C:11]([F:14])[C:10]([NH2:15])=[CH:9][CH:8]=2)([CH3:4])([CH3:2])[CH3:3]. The yield is 0.500. (4) The reactants are [Br:1][C:2]1[CH:7]=[CH:6][CH:5]=[C:4](I)[CH:3]=1.C[Si](C)(C)[C:11]#[C:12][CH3:13].C(N(CC)CC)C.[F-].C([N+](CCCC)(CCCC)CCCC)CCC.O1CCCC1. The catalyst is C1(C)C=CC=CC=1.[Cu]I.C1C=CC([P]([Pd]([P](C2C=CC=CC=2)(C2C=CC=CC=2)C2C=CC=CC=2)([P](C2C=CC=CC=2)(C2C=CC=CC=2)C2C=CC=CC=2)[P](C2C=CC=CC=2)(C2C=CC=CC=2)C2C=CC=CC=2)(C2C=CC=CC=2)C2C=CC=CC=2)=CC=1. The product is [Br:1][C:2]1[CH:7]=[CH:6][CH:5]=[C:4]([C:11]#[C:12][CH3:13])[CH:3]=1. The yield is 0.800. (5) The reactants are [C:1]1(B(O)O)[CH:6]=[CH:5][CH:4]=[CH:3][CH:2]=1.[CH2:10]([O:12][C:13](=[O:22])[C:14]1[CH:19]=[C:18](Cl)[N:17]=[C:16](Cl)[CH:15]=1)[CH3:11].C(=O)([O-])[O-].[Na+].[Na+]. The catalyst is CO.C1(C)C=CC=CC=1.[Pd].C1(P(C2C=CC=CC=2)C2C=CC=CC=2)C=CC=CC=1.C1(P(C2C=CC=CC=2)C2C=CC=CC=2)C=CC=CC=1.C1(P(C2C=CC=CC=2)C2C=CC=CC=2)C=CC=CC=1.C1(P(C2C=CC=CC=2)C2C=CC=CC=2)C=CC=CC=1. The product is [CH2:10]([O:12][C:13](=[O:22])[C:14]1[CH:19]=[C:18]([C:1]2[CH:6]=[CH:5][CH:4]=[CH:3][CH:2]=2)[N:17]=[C:16]([C:1]2[CH:6]=[CH:5][CH:4]=[CH:3][CH:2]=2)[CH:15]=1)[CH3:11]. The yield is 0.910. (6) The reactants are C([N:8]1[CH2:20][C@H:19]2[C@H:10]([C:11](=[O:24])[N:12]3[CH2:23][CH2:22][CH2:21][C:14]4[CH:15]=[CH:16][CH:17]=[C:18]2[C:13]3=4)[CH2:9]1)C1C=CC=CC=1.[C:33](O[C:33]([O:35][C:36]([CH3:39])([CH3:38])[CH3:37])=[O:34])([O:35][C:36]([CH3:39])([CH3:38])[CH3:37])=[O:34].[H][H]. The catalyst is [OH-].[OH-].[Pd+2].C(O)C. The product is [O:24]=[C:11]1[C@@H:10]2[CH2:9][N:8]([C:33]([O:35][C:36]([CH3:37])([CH3:38])[CH3:39])=[O:34])[CH2:20][C@@H:19]2[C:18]2[C:13]3=[C:14]([CH2:21][CH2:22][CH2:23][N:12]13)[CH:15]=[CH:16][CH:17]=2. The yield is 0.990. (7) The reactants are FC(F)(F)C(O)=O.[C:8]([C:10]1[CH:11]=[C:12]([C:16]2[CH:25]=[C:24]3[C:19]([C:20]([OH:39])=[C:21]([C:28]([NH:30][CH2:31][C:32]([O:34]C(C)(C)C)=[O:33])=[O:29])[C:22](=[O:27])[N:23]3[CH3:26])=[CH:18][CH:17]=2)[CH:13]=[CH:14][CH:15]=1)#[N:9].O. The catalyst is ClCCl. The product is [C:8]([C:10]1[CH:11]=[C:12]([C:16]2[CH:25]=[C:24]3[C:19]([C:20]([OH:39])=[C:21]([C:28]([NH:30][CH2:31][C:32]([OH:34])=[O:33])=[O:29])[C:22](=[O:27])[N:23]3[CH3:26])=[CH:18][CH:17]=2)[CH:13]=[CH:14][CH:15]=1)#[N:9]. The yield is 0.740. (8) The reactants are C([N:8]1[CH2:13][CH2:12][C@@H:11]([CH3:14])[C@@H:10]([N:15]2[C:24]3[C:19](=[CH:20][N:21]=[C:22]4[NH:27][CH:26]=[CH:25][C:23]4=3)[C:18](=[O:28])[CH:17]=[CH:16]2)[CH2:9]1)C1C=CC=CC=1.[ClH:29].CO. The catalyst is CO.[C].[Pd]. The product is [ClH:29].[CH3:14][C@@H:11]1[CH2:12][CH2:13][NH:8][CH2:9][C@@H:10]1[N:15]1[C:24]2[C:19](=[CH:20][N:21]=[C:22]3[NH:27][CH:26]=[CH:25][C:23]3=2)[C:18](=[O:28])[CH:17]=[CH:16]1. The yield is 1.00.